Task: Predict the reaction yield, written as a fraction of the theoretical maximum amount of product (1.0 means a 100% yield; for example, 0.34 means a 34% yield).. Dataset: Reaction yield outcomes from USPTO patents with 853,638 reactions (1) The reactants are [Br:1][C:2]1[CH:3]=[CH:4][C:5]([O:16][CH2:17][CH2:18][CH3:19])=[C:6]([C:8]2[CH:13]=[C:12]([Cl:14])[N:11]=[C:10]([NH2:15])[N:9]=2)[CH:7]=1.N[C:21]1N=C(C2C=C(Br)C=CC=2O)C=C(Cl)N=1. The catalyst is C(O)CCC. The product is [Br:1][C:2]1[CH:3]=[CH:4][C:5]([O:16][CH2:17][CH2:18][CH2:19][CH3:21])=[C:6]([C:8]2[CH:13]=[C:12]([Cl:14])[N:11]=[C:10]([NH2:15])[N:9]=2)[CH:7]=1. The yield is 0.510. (2) The catalyst is C1(C)C=CC=CC=1. The yield is 0.920. The product is [CH2:1]([P:3]([CH2:6][CH:7]([C:9]#[N:10])[CH3:8])(=[O:4])[O:5][CH2:11][CH2:12][CH2:13][CH2:14][OH:15])[CH3:2]. The reactants are [CH2:1]([P:3]([CH2:6][CH:7]([C:9]#[N:10])[CH3:8])(=[O:5])[OH:4])[CH3:2].[CH2:11](O)[CH2:12][CH2:13][CH2:14][OH:15]. (3) The reactants are [C:1](Cl)(=[O:5])[C:2]([CH3:4])=[CH2:3].ON1C(=O)CCC1=O.[NH2:15][CH2:16][CH2:17][CH2:18][CH2:19][CH2:20][CH2:21][OH:22]. The catalyst is C(Cl)(Cl)Cl.C(N(CC)CC)C. The product is [OH:22][CH2:21][CH2:20][CH2:19][CH2:18][CH2:17][CH2:16][NH:15][C:1](=[O:5])[C:2]([CH3:4])=[CH2:3]. The yield is 0.750. (4) The reactants are [H-].[H-].[H-].[H-].[Li+].[Al+3].C([O:9][C:10](=O)[C:11]1[CH:16]=[CH:15][C:14]([CH2:17][N:18]2[CH2:23][CH2:22][N:21]([CH2:24][CH3:25])[CH2:20][CH2:19]2)=[CH:13][CH:12]=1)C.[OH-].[Na+].O. The catalyst is C1COCC1. The product is [CH2:24]([N:21]1[CH2:22][CH2:23][N:18]([CH2:17][C:14]2[CH:15]=[CH:16][C:11]([CH2:10][OH:9])=[CH:12][CH:13]=2)[CH2:19][CH2:20]1)[CH3:25]. The yield is 0.780. (5) The reactants are C1(P(C2CCCCC2)C2C=CC=CC=2C2C(OC)=CC=CC=2OC)CCCCC1.C(=O)([O-])[O-].[K+].[K+].[F:36][C:37]1[CH:38]=[CH:39][C:40]2[N:41]([CH:43]=[C:44]([C:46]([NH:48][C@H:49]3[CH2:54][CH2:53][C@@H:52]([N:55]4[C:60](=[O:61])[C:59]5[CH:62]=[C:63]([F:66])[CH:64]=[N:65][C:58]=5[N:57]([C:67]5[CH:72]=[CH:71][CH:70]=[C:69](I)[CH:68]=5)[C:56]4=[O:74])[CH2:51][CH2:50]3)=[O:47])[N:45]=2)[CH:42]=1.CC1(C)C(C)(C)OB([C:83]2[CH:96]=[CH:95][C:86]([O:87][CH2:88][CH2:89][N:90]3[CH2:94][CH2:93][CH2:92][CH2:91]3)=[CH:85][CH:84]=2)O1. The catalyst is C(#N)C.O.C([O-])(=O)C.[Pd+2].C([O-])(=O)C. The product is [F:36][C:37]1[CH:38]=[CH:39][C:40]2[N:41]([CH:43]=[C:44]([C:46]([NH:48][C@H:49]3[CH2:54][CH2:53][C@@H:52]([N:55]4[C:60](=[O:61])[C:59]5[CH:62]=[C:63]([F:66])[CH:64]=[N:65][C:58]=5[N:57]([C:67]5[CH:68]=[C:69]([C:83]6[CH:84]=[CH:85][C:86]([O:87][CH2:88][CH2:89][N:90]7[CH2:91][CH2:92][CH2:93][CH2:94]7)=[CH:95][CH:96]=6)[CH:70]=[CH:71][CH:72]=5)[C:56]4=[O:74])[CH2:51][CH2:50]3)=[O:47])[N:45]=2)[CH:42]=1. The yield is 0.0900. (6) The reactants are [CH:1]1([CH2:4][C:5]([OH:7])=O)[CH2:3][CH2:2]1.C(N1C=CN=C1)(N1C=CN=C1)=O.Cl.[CH3:21][NH:22][O:23][CH3:24].O. The catalyst is ClCCl. The product is [CH:1]1([CH2:4][C:5]([N:22]([O:23][CH3:24])[CH3:21])=[O:7])[CH2:3][CH2:2]1. The yield is 0.890. (7) The reactants are [C:1]1([S:7]([C:9]2[CH:14]=[CH:13][CH:12]=[CH:11][CH:10]=2)=O)[CH:6]=[CH:5][CH:4]=[CH:3][CH:2]=1.[CH:15]1[C:28]2[C:27](=[O:29])[C:26]3[C:21](=[CH:22][CH:23]=[CH:24][CH:25]=3)[O:20][C:19]=2[CH:18]=[CH:17][CH:16]=1.[F:30][C:31]([F:44])([F:43])[S:32]([O:35]S(C(F)(F)F)(=O)=O)(=[O:34])=[O:33]. The catalyst is ClCCl. The product is [F:30][C:31]([F:44])([F:43])[S:32]([O-:35])(=[O:34])=[O:33].[C:9]1([S+:7]([C:1]2[CH:2]=[CH:3][CH:4]=[CH:5][CH:6]=2)[C:16]2[CH:17]=[CH:18][C:19]3[O:20][C:21]4[C:26](=[CH:25][CH:24]=[CH:23][CH:22]=4)[C:27](=[O:29])[C:28]=3[CH:15]=2)[CH:10]=[CH:11][CH:12]=[CH:13][CH:14]=1. The yield is 0.580. (8) The reactants are [C:1](Cl)(=[O:5])[C:2]([CH3:4])=[CH2:3].Cl.[NH2:8][C@H:9]([C:15]([OH:17])=[O:16])[CH2:10][CH2:11][CH2:12][CH2:13][NH2:14].[OH-].[Na+].C([O-])([O-])=O.[Na+].[Na+]. The catalyst is O. The product is [C:1]([NH:14][CH2:13][CH2:12][CH2:11][CH2:10][C@@H:9]([C:15]([OH:17])=[O:16])[NH2:8])(=[O:5])[C:2]([CH3:4])=[CH2:3]. The yield is 0.600. (9) The reactants are [H-].[Na+].[Cl:3][C:4]1[N:12]=[C:11]2[C:7]([NH:8][CH:9]=[N:10]2)=[C:6]([Cl:13])[N:5]=1.[CH3:14]I.O. The catalyst is O1CCCC1. The product is [Cl:3][C:4]1[N:12]=[C:11]2[C:7]([N:8]=[CH:9][N:10]2[CH3:14])=[C:6]([Cl:13])[N:5]=1. The yield is 0.280. (10) The reactants are [Li]C(C)(C)C.[CH3:6][CH2:7][CH2:8][CH2:9][CH3:10].BrC1C=[N:14][C:15](=[CH:17]N(C)C)[CH:16]=1.ICCC.C([O-])(O)=[O:26].[Na+]. The catalyst is C1COCC1.C(Cl)Cl.O. The product is [CH2:8]([C:9]1[CH:17]=[C:15]([CH:16]=[O:26])[NH:14][CH:10]=1)[CH2:7][CH3:6]. The yield is 0.660.